This data is from Forward reaction prediction with 1.9M reactions from USPTO patents (1976-2016). The task is: Predict the product of the given reaction. (1) The product is: [CH:28]1([C@:6]2([C:4]#[N:5])[CH2:10][CH2:9][N:8]([C:11]3[CH:16]=[CH:15][N:14]=[C:13]([NH:17][C:18]4[CH:26]=[CH:25][C:21]([C:22]([N:38]5[CH2:43][CH2:42][O:41][CH2:40][CH2:39]5)=[O:23])=[CH:20][N:19]=4)[CH:12]=3)[C:7]2=[O:27])[CH2:29][CH2:30]1. Given the reactants Cl.Cl.Cl.[C:4]([C@@:6]1([CH:28]2[CH2:30][CH2:29]2)[CH2:10][CH2:9][N:8]([C:11]2[CH:16]=[CH:15][N:14]=[C:13]([NH:17][C:18]3[CH:26]=[CH:25][C:21]([C:22](O)=[O:23])=[CH:20][N:19]=3)[CH:12]=2)[C:7]1=[O:27])#[N:5].C(N(CC)CC)C.[NH:38]1[CH2:43][CH2:42][O:41][CH2:40][CH2:39]1.C(=O)([O-])O.[Na+], predict the reaction product. (2) Given the reactants [O:1]=[C:2]([O:8][CH2:9][C:10](=[O:17])[C:11]1[CH:16]=[CH:15][CH:14]=[CH:13][CH:12]=1)[CH2:3][CH2:4][C:5](O)=[O:6].O1CCCC1.C(Cl)(=O)C([Cl:26])=O, predict the reaction product. The product is: [O:1]=[C:2]([O:8][CH2:9][C:10](=[O:17])[C:11]1[CH:16]=[CH:15][CH:14]=[CH:13][CH:12]=1)[CH2:3][CH2:4][C:5]([Cl:26])=[O:6]. (3) The product is: [NH:28]([CH2:27][C:26]([NH:25][C@H:22]1[CH2:23][CH2:24][N:20]([C:18]([C@@H:14]2[CH2:13][C@H:12]([S:11][C:8]3[C@H:9]([CH3:10])[C@@H:5]4[C@@H:4]([C@H:2]([OH:1])[CH3:3])[C:59](=[O:60])[N:6]4[C:7]=3[C:46]([OH:48])=[O:47])[CH2:16][N:15]2[CH3:17])=[O:19])[CH2:21]1)=[O:45])[C:29]([NH2:31])=[NH:30]. Given the reactants [OH:1][C@@H:2]([C@H:4]1[C:59](=[O:60])[N:6]2[C:7]([C:46]([O:48]CC3C=CC([N+]([O-])=O)=CC=3)=[O:47])=[C:8]([S:11][C@@H:12]3[CH2:16][N:15]([CH3:17])[C@H:14]([C:18]([N:20]4[CH2:24][CH2:23][C@H:22]([NH:25][C:26](=[O:45])[CH2:27][NH:28][C:29]([NH:31]C(OCC5C=CC([N+]([O-])=O)=CC=5)=O)=[NH:30])[CH2:21]4)=[O:19])[CH2:13]3)[C@H:9]([CH3:10])[C@H:5]12)[CH3:3], predict the reaction product. (4) The product is: [CH2:13]([N:15]1[C:4]([NH2:5])=[CH:3][C:2]([CH3:6])=[N:16]1)[CH3:14]. Given the reactants N/[C:2](/[CH3:6])=[CH:3]\[C:4]#[N:5].C(O)(=O)C(O)=O.[CH2:13]([NH:15][NH2:16])[CH3:14].C([O-])(=O)C.[Na+], predict the reaction product. (5) Given the reactants [C:1]([CH:4]1[C:13]2[C:8](=[CH:9][CH:10]=[C:11]([O:14][CH3:15])[CH:12]=2)[C:7](=O)[O:6]C1=O)(=O)[CH3:2].O.[NH4+:19].[OH-], predict the reaction product. The product is: [CH3:15][O:14][C:11]1[CH:12]=[C:13]2[C:8](=[CH:9][CH:10]=1)[C:7](=[O:6])[NH:19][C:1]([CH3:2])=[CH:4]2. (6) Given the reactants [CH2:1]([O:3][C:4]([C:6]1[CH:7]=[N:8][C:9]2[C:14]([C:15]=1Cl)=[CH:13][CH:12]=[CH:11][C:10]=2[C:17]([F:20])([F:19])[F:18])=[O:5])[CH3:2].[NH2:21][C:22]1[CH:23]=[C:24](B(O)O)[CH:25]=[CH:26][CH:27]=1, predict the reaction product. The product is: [NH2:21][C:22]1[CH:27]=[C:26]([C:15]2[C:14]3[C:9](=[C:10]([C:17]([F:20])([F:19])[F:18])[CH:11]=[CH:12][CH:13]=3)[N:8]=[CH:7][C:6]=2[C:4]([O:3][CH2:1][CH3:2])=[O:5])[CH:25]=[CH:24][CH:23]=1. (7) Given the reactants [CH:1]1([NH:7][S:8]([C:11]2[CH:16]=[CH:15][CH:14]=[C:13]([CH2:17][OH:18])[CH:12]=2)(=[O:10])=[O:9])[CH2:6][CH2:5][CH2:4][CH2:3][CH2:2]1.[H-].[Na+].[CH3:21][Si:22]([CH3:29])([CH3:28])[CH2:23][CH2:24][O:25][CH2:26]Cl.P([O-])([O-])([O-])=O, predict the reaction product. The product is: [CH:1]1([N:7]([CH2:26][O:25][CH2:24][CH2:23][Si:22]([CH3:29])([CH3:28])[CH3:21])[S:8]([C:11]2[CH:16]=[CH:15][CH:14]=[C:13]([CH2:17][OH:18])[CH:12]=2)(=[O:9])=[O:10])[CH2:6][CH2:5][CH2:4][CH2:3][CH2:2]1. (8) Given the reactants [N:1]([CH2:4][C:5]1[C:6]2[C:11]([CH:12]=[C:13]3[C:18]=1[CH:17]=[CH:16][CH:15]=[CH:14]3)=[CH:10][CH:9]=[CH:8][CH:7]=2)=[N+]=[N-].[C:32]1(P([C:32]2[CH:37]=[CH:36][CH:35]=[CH:34][CH:33]=2)[C:32]2[CH:37]=[CH:36][CH:35]=[CH:34][CH:33]=2)[CH:37]=[CH:36][CH:35]=[CH:34][CH:33]=1.O.Cl.O1CCC[CH2:41]1, predict the reaction product. The product is: [CH:34]1[C:33]2[C:32](=[CH:7][C:6]3[C:5]([C:4]=2[NH:1][CH3:41])=[CH:18][CH:13]=[CH:12][CH:11]=3)[CH:37]=[CH:36][CH:35]=1.[NH2:1][CH2:4][C:5]1[C:6]2[C:11]([CH:12]=[C:13]3[C:18]=1[CH:17]=[CH:16][CH:15]=[CH:14]3)=[CH:10][CH:9]=[CH:8][CH:7]=2. (9) Given the reactants C(O)(C(F)(F)F)=O.[Cl:8][C:9]1[CH:44]=[CH:43][C:12]([CH2:13][N:14]([CH2:33][CH2:34][NH:35]C(=O)OC(C)(C)C)[C:15](=[O:32])[C:16]2[CH:21]=[CH:20][C:19]([C:22]3[C:23]4[C@H:30]([CH3:31])[CH2:29][CH2:28][C:24]=4[N:25]=[CH:26][N:27]=3)=[CH:18][CH:17]=2)=[CH:11][CH:10]=1, predict the reaction product. The product is: [NH2:35][CH2:34][CH2:33][N:14]([CH2:13][C:12]1[CH:11]=[CH:10][C:9]([Cl:8])=[CH:44][CH:43]=1)[C:15](=[O:32])[C:16]1[CH:21]=[CH:20][C:19]([C:22]2[C:23]3[C@H:30]([CH3:31])[CH2:29][CH2:28][C:24]=3[N:25]=[CH:26][N:27]=2)=[CH:18][CH:17]=1.